Dataset: Catalyst prediction with 721,799 reactions and 888 catalyst types from USPTO. Task: Predict which catalyst facilitates the given reaction. Reactant: [CH:1]1([CH:4]=[O:5])[CH2:3][CH2:2]1.[N+:6]([CH3:9])([O-:8])=[O:7].[OH-].[Na+].CC(O)=O. Product: [CH:1]1([CH:4]([OH:5])[CH2:9][N+:6]([O-:8])=[O:7])[CH2:3][CH2:2]1. The catalyst class is: 24.